From a dataset of Catalyst prediction with 721,799 reactions and 888 catalyst types from USPTO. Predict which catalyst facilitates the given reaction. Reactant: C[Si](C)(C)[C:3]1[C:11]2[C:10]([NH2:12])=[N:9][CH:8]=[N:7][C:6]=2[S:5][CH:4]=1.[I:15]Cl.O. Product: [I:15][C:3]1[C:11]2[C:10]([NH2:12])=[N:9][CH:8]=[N:7][C:6]=2[S:5][CH:4]=1. The catalyst class is: 4.